From a dataset of Reaction yield outcomes from USPTO patents with 853,638 reactions. Predict the reaction yield, written as a fraction of the theoretical maximum amount of product (1.0 means a 100% yield; for example, 0.34 means a 34% yield). (1) The reactants are [N:1]1([C:6]2[CH:14]=[C:13]3[C:9]([CH:10]=[CH:11][NH:12]3)=[CH:8][CH:7]=2)[CH2:5][CH2:4][CH2:3][CH2:2]1.[OH-].[K+].[CH3:17][N:18]1[CH2:23][CH2:22][C:21](=O)[CH2:20][CH2:19]1. The catalyst is CO. The product is [CH3:17][N:18]1[CH2:19][CH:20]=[C:21]([C:10]2[C:9]3[C:13](=[CH:14][C:6]([N:1]4[CH2:5][CH2:4][CH2:3][CH2:2]4)=[CH:7][CH:8]=3)[NH:12][CH:11]=2)[CH2:22][CH2:23]1. The yield is 0.476. (2) The reactants are [C:1]1(=[O:11])[NH:5][C:4](=[O:6])[C:3]2=[CH:7][CH:8]=[CH:9][CH:10]=[C:2]12.[K].[OH2:13].CN([CH:17]=[O:18])C. No catalyst specified. The product is [OH:13][CH2:4][CH:3]1[CH2:17][O:18][CH:9]([CH2:8][N:5]2[C:1](=[O:11])[C:2]3=[CH:10][CH:9]=[CH:8][CH:7]=[C:3]3[C:4]2=[O:6])[CH2:10][CH2:2]1. The yield is 0.680. (3) The reactants are [CH2:1]([O:3][C:4]([C:6]1[N:7]=[C:8]([C:21]2[CH:26]=[CH:25][C:24]([C:27]([F:30])([F:29])[F:28])=[CH:23][CH:22]=2)[O:9][C:10]=1[C:11]1[CH:16]=[CH:15][C:14]([O:17]C(=O)C)=[CH:13][CH:12]=1)=[O:5])[CH3:2].[OH-].[Na+]. The catalyst is C1COCC1. The product is [CH2:1]([O:3][C:4]([C:6]1[N:7]=[C:8]([C:21]2[CH:26]=[CH:25][C:24]([C:27]([F:29])([F:30])[F:28])=[CH:23][CH:22]=2)[O:9][C:10]=1[C:11]1[CH:12]=[CH:13][C:14]([OH:17])=[CH:15][CH:16]=1)=[O:5])[CH3:2]. The yield is 1.00. (4) The reactants are [NH:1]1[CH2:4][C:3](=[C:5]([C:7]2[C:16]([Cl:17])=[C:15]3[C:10]([CH2:11][CH2:12][N:13]([CH2:19][C:20]4[C:21](=[O:28])[NH:22][C:23]([CH3:27])=[CH:24][C:25]=4[CH3:26])[C:14]3=[O:18])=[C:9]([Cl:29])[CH:8]=2)[CH3:6])[CH2:2]1.C(N(CC)CC)C.C([O:40][CH2:41][C:42](Cl)=[O:43])(=O)C.C(=O)([O-])[O-].[Cs+].[Cs+]. The catalyst is ClCCl. The product is [Cl:29][C:9]1[CH:8]=[C:7]([C:5](=[C:3]2[CH2:4][N:1]([C:41](=[O:40])[CH2:42][OH:43])[CH2:2]2)[CH3:6])[C:16]([Cl:17])=[C:15]2[C:10]=1[CH2:11][CH2:12][N:13]([CH2:19][C:20]1[C:21](=[O:28])[NH:22][C:23]([CH3:27])=[CH:24][C:25]=1[CH3:26])[C:14]2=[O:18]. The yield is 0.340.